This data is from Reaction yield outcomes from USPTO patents with 853,638 reactions. The task is: Predict the reaction yield, written as a fraction of the theoretical maximum amount of product (1.0 means a 100% yield; for example, 0.34 means a 34% yield). (1) The reactants are Cl.[CH3:2][NH:3][CH2:4][CH2:5][NH:6][S:7]([C:10]1[CH:15]=[C:14]([S:16]([C:19]2[CH:24]=[CH:23][CH:22]=[CH:21][CH:20]=2)(=[O:18])=[O:17])[CH:13]=[CH:12][C:11]=1[C:25]([F:28])([F:27])[F:26])(=[O:9])=[O:8].Br[CH2:30][CH2:31][OH:32].C(N(C(C)C)CC)(C)C. The catalyst is CC#N. The product is [OH:32][CH2:31][CH2:30][N:3]([CH3:2])[CH2:4][CH2:5][NH:6][S:7]([C:10]1[CH:15]=[C:14]([S:16]([C:19]2[CH:24]=[CH:23][CH:22]=[CH:21][CH:20]=2)(=[O:17])=[O:18])[CH:13]=[CH:12][C:11]=1[C:25]([F:27])([F:28])[F:26])(=[O:8])=[O:9]. The yield is 0.610. (2) The reactants are [O:1]=[C:2]([CH3:9])[CH2:3][CH2:4][CH2:5][C:6]([OH:8])=[O:7].C(=O)(O)[O-].[Na+].O.C(O[C:20]([CH3:23])([CH3:22])[CH3:21])(=O)C. The catalyst is C(OCC)(=O)C.Cl(O)(=O)(=O)=O. The product is [O:1]=[C:2]([CH3:9])[CH2:3][CH2:4][CH2:5][C:6]([O:8][C:20]([CH3:23])([CH3:22])[CH3:21])=[O:7]. The yield is 0.850.